The task is: Predict the reaction yield, written as a fraction of the theoretical maximum amount of product (1.0 means a 100% yield; for example, 0.34 means a 34% yield).. This data is from Reaction yield outcomes from USPTO patents with 853,638 reactions. (1) The reactants are C([C:5]1[C:9]2=[N:10][CH:11]=[CH:12][C:13](Cl)=[C:8]2[S:7][C:6]=1[C:15]1[S:16][CH:17]=[CH:18][N:19]=1)(C)(C)C.[N:20]1[CH:25]=[CH:24][CH:23]=[CH:22][C:21]=1[NH:26][C:27]([C:29]1[C:37]2[C:32](=[CH:33][C:34]([OH:38])=[CH:35][CH:36]=2)[N:31]([CH3:39])[C:30]=1[CH3:40])=[O:28].C([O-])([O-])=O.[Cs+].[Cs+]. No catalyst specified. The product is [N:20]1[CH:25]=[CH:24][CH:23]=[CH:22][C:21]=1[NH:26][C:27]([C:29]1[C:37]2[C:32](=[CH:33][C:34]([O:38][C:13]3[CH:12]=[CH:11][N:10]=[C:9]4[CH:5]=[C:6]([C:15]5[S:16][CH:17]=[CH:18][N:19]=5)[S:7][C:8]=34)=[CH:35][CH:36]=2)[N:31]([CH3:39])[C:30]=1[CH3:40])=[O:28]. The yield is 0.220. (2) The reactants are [C:1]1([C:7]([CH2:9][C:10]2[CH:15]=[CH:14][CH:13]=[CH:12][CH:11]=2)=[O:8])[CH:6]=[CH:5][CH:4]=[CH:3][CH:2]=1.Br[C:17]1[CH:22]=[CH:21][CH:20]=[CH:19][C:18]=1Br.C1(P(C2C=CC=CC=2)C2C=CC=CC=2)C=CC=CC=1.C(=O)([O-])[O-].[Cs+].[Cs+]. The catalyst is C([O-])(=O)C.[Pd+2].C([O-])(=O)C.CC1C=CC=CC=1C. The product is [C:1]1([C:7]2[O:8][C:15]3[CH:14]=[CH:13][CH:12]=[CH:11][C:10]=3[C:9]=2[C:17]2[CH:22]=[CH:21][CH:20]=[CH:19][CH:18]=2)[CH:2]=[CH:3][CH:4]=[CH:5][CH:6]=1. The yield is 0.800. (3) The reactants are [CH3:1][S:2]([N:5]1[CH2:10][CH2:9][CH:8]([C:11]2[O:12][CH:13]=[C:14]([C:16]([OH:18])=O)[N:15]=2)[CH2:7][CH2:6]1)(=[O:4])=[O:3].[NH2:19][C@@H:20]([CH3:36])[CH2:21][N:22]1[CH:26]=[CH:25][C:24]([C:27]2[CH:34]=[CH:33][C:30]([C:31]#[N:32])=[C:29]([Cl:35])[CH:28]=2)=[N:23]1. No catalyst specified. The product is [Cl:35][C:29]1[CH:28]=[C:27]([C:24]2[CH:25]=[CH:26][N:22]([CH2:21][C@@H:20]([NH:19][C:16]([C:14]3[N:15]=[C:11]([CH:8]4[CH2:7][CH2:6][N:5]([S:2]([CH3:1])(=[O:3])=[O:4])[CH2:10][CH2:9]4)[O:12][CH:13]=3)=[O:18])[CH3:36])[N:23]=2)[CH:34]=[CH:33][C:30]=1[C:31]#[N:32]. The yield is 0.870. (4) The reactants are [CH3:1][C:2]1([CH3:9])[CH2:7][CH2:6][C:5](=[O:8])[CH:4]=[CH:3]1. The catalyst is [Pd].CCOC(C)=O. The product is [CH3:1][C:2]1([CH3:9])[CH2:7][CH2:6][C:5](=[O:8])[CH2:4][CH2:3]1. The yield is 0.820. (5) The reactants are [C:1]([O:5][C:6]([NH:8][CH2:9][C:10]([CH:17]1[CH2:22][CH2:21][CH2:20][CH2:19][CH2:18]1)([CH3:16])[C:11]([O:13][CH2:14][CH3:15])=[O:12])=[O:7])([CH3:4])([CH3:3])[CH3:2].[C:23](OC(NCC(C1CCCCC=1)(C)C(OCC)=O)=O)(C)(C)C.CI.[H-].[Na+]. The catalyst is CN(C=O)C. The product is [C:1]([O:5][C:6]([N:8]([CH3:23])[CH2:9][C:10]([C:17]1[CH2:18][CH2:19][CH2:20][CH2:21][CH:22]=1)([CH3:16])[C:11]([O:13][CH2:14][CH3:15])=[O:12])=[O:7])([CH3:2])([CH3:3])[CH3:4]. The yield is 0.840.